Regression/Classification. Given a drug SMILES string, predict its toxicity properties. Task type varies by dataset: regression for continuous values (e.g., LD50, hERG inhibition percentage) or binary classification for toxic/non-toxic outcomes (e.g., AMES mutagenicity, cardiotoxicity, hepatotoxicity). Dataset: dili. From a dataset of Drug-induced liver injury (DILI) classification data. (1) The molecule is C#CCN(C)C(C)Cc1ccccc1. The result is 0 (no liver injury). (2) The molecule is Oc1c(Cl)cc(Cl)cc1Sc1cc(Cl)cc(Cl)c1O. The result is 1 (causes liver injury).